Task: Regression. Given a peptide amino acid sequence and an MHC pseudo amino acid sequence, predict their binding affinity value. This is MHC class II binding data.. Dataset: Peptide-MHC class II binding affinity with 134,281 pairs from IEDB (1) The peptide sequence is FADTRDIYSALRSVA. The MHC is H-2-IAd with pseudo-sequence H-2-IAd. The binding affinity (normalized) is 0.546. (2) The peptide sequence is HIPFTEFENFMKIGA. The MHC is DRB1_0101 with pseudo-sequence DRB1_0101. The binding affinity (normalized) is 0.128.